From a dataset of Full USPTO retrosynthesis dataset with 1.9M reactions from patents (1976-2016). Predict the reactants needed to synthesize the given product. Given the product [C:8]([C:7]1[C:2]([NH:1][C:25](=[O:26])[CH2:24][O:23][CH3:22])=[N:3][C:4]([O:18][CH3:19])=[C:5]([C:16]#[N:17])[C:6]=1[CH:10]1[CH2:15][CH2:14][CH2:13][CH2:12][O:11]1)#[N:9], predict the reactants needed to synthesize it. The reactants are: [NH2:1][C:2]1[C:7]([C:8]#[N:9])=[C:6]([CH:10]2[CH2:15][CH2:14][CH2:13][CH2:12][O:11]2)[C:5]([C:16]#[N:17])=[C:4]([O:18][CH3:19])[N:3]=1.[H-].[Na+].[CH3:22][O:23][CH2:24][C:25](Cl)=[O:26].